This data is from Reaction yield outcomes from USPTO patents with 853,638 reactions. The task is: Predict the reaction yield, written as a fraction of the theoretical maximum amount of product (1.0 means a 100% yield; for example, 0.34 means a 34% yield). (1) The reactants are Cl[C:2]1[N:7]=[CH:6][N:5]=[C:4]([NH2:8])[CH:3]=1.[C:9]1(B(O)O)[CH:14]=[CH:13][CH:12]=[CH:11][CH:10]=1.C(=O)([O-])[O-].[Na+].[Na+].C(O)C. The product is [C:9]1([C:2]2[N:7]=[CH:6][N:5]=[C:4]([NH2:8])[CH:3]=2)[CH:14]=[CH:13][CH:12]=[CH:11][CH:10]=1. The yield is 0.390. The catalyst is C(COC)OC.Cl[Pd](Cl)([P](C1C=CC=CC=1)(C1C=CC=CC=1)C1C=CC=CC=1)[P](C1C=CC=CC=1)(C1C=CC=CC=1)C1C=CC=CC=1.O. (2) The reactants are [N-:1]=[N+:2]=[N-:3].[Na+].[CH3:5][O:6][C:7]1[CH:12]=[CH:11][C:10]([CH2:13][CH2:14][CH2:15][CH2:16]OS(C2C=CC(C)=CC=2)(=O)=O)=[CH:9][CH:8]=1. The catalyst is CN(C=O)C. The product is [CH3:5][O:6][C:7]1[CH:12]=[CH:11][C:10]([CH2:13][CH2:14][CH2:15][CH2:16][N:1]=[N+:2]=[N-:3])=[CH:9][CH:8]=1. The yield is 0.950.